Dataset: Reaction yield outcomes from USPTO patents with 853,638 reactions. Task: Predict the reaction yield, written as a fraction of the theoretical maximum amount of product (1.0 means a 100% yield; for example, 0.34 means a 34% yield). (1) The reactants are C([O:5][C:6](=[O:53])[C:7]([O:10]/[N:11]=[C:12](/[C:40]1[N:41]=[C:42]([NH:45]C(OC(C)(C)C)=O)[S:43][CH:44]=1)\[C:13]([NH:15][C@@H:16]1[C:19](=[O:20])[N:18]([S:21]([OH:24])(=[O:23])=[O:22])[C@@H:17]1[CH2:25][N:26]1[N:30]=[N:29][C:28]([CH2:31][NH:32]C(OC(C)(C)C)=O)=[N:27]1)=[O:14])([CH3:9])[CH3:8])(C)(C)C.C(O)(C(F)(F)F)=O. The catalyst is C(Cl)Cl. The product is [NH2:32][CH2:31][C:28]1[N:29]=[N:30][N:26]([CH2:25][C@@H:17]2[C@H:16]([NH:15][C:13](=[O:14])/[C:12](=[N:11]\[O:10][C:7]([CH3:9])([CH3:8])[C:6]([OH:53])=[O:5])/[C:40]3[N:41]=[C:42]([NH2:45])[S:43][CH:44]=3)[C:19](=[O:20])[N:18]2[S:21]([OH:24])(=[O:23])=[O:22])[N:27]=1. The yield is 0.450. (2) The reactants are [C:1]([C:4]1[CH:5]=[C:6]([S:11]([OH:14])(=[O:13])=[O:12])[CH:7]=[CH:8][C:9]=1[OH:10])(=[O:3])[CH3:2].[CH3:15][O:16][C:17]1[CH:25]=[CH:24][C:20]([C:21](Cl)=O)=[CH:19][CH:18]=1.[OH-].[K+].O. The catalyst is N1C=CC=CC=1. The product is [CH3:15][O:16][C:17]1[CH:25]=[CH:24][C:20]([C:21]2[O:10][C:9]3[C:4]([C:1](=[O:3])[CH:2]=2)=[CH:5][C:6]([S:11]([OH:14])(=[O:12])=[O:13])=[CH:7][CH:8]=3)=[CH:19][CH:18]=1. The yield is 0.140. (3) The reactants are F[C:2]1[CH:7]=[C:6]([F:8])[CH:5]=[CH:4][C:3]=1[N+:9]([O-:11])=[O:10].[F:12][C:13]([F:17])([F:16])[CH2:14][OH:15].C([O-])([O-])=O.[Cs+].[Cs+]. The catalyst is C1COCC1.O. The product is [F:8][C:6]1[CH:5]=[CH:4][C:3]([N+:9]([O-:11])=[O:10])=[C:2]([O:15][CH2:14][C:13]([F:17])([F:16])[F:12])[CH:7]=1. The yield is 0.670. (4) The reactants are [NH2:1][C:2]1[C:3]2[C:13]([O:14][CH2:15][C@@H:16]3[C@@H:23]4[C@@H:19]([O:20]C(C)(C)[O:22]4)[C@H:18]([O:26]C)[O:17]3)=[CH:12][CH:11]=[CH:10][C:4]=2[NH:5][S:6](=[O:9])(=[O:8])[N:7]=1.FC(F)(F)C(O)=O. The catalyst is O. The product is [NH2:1][C:2]1[C:3]2[C:13]([O:14][CH2:15][C@@H:16]3[C@@H:23]([OH:22])[C@@H:19]([OH:20])[CH:18]([OH:26])[O:17]3)=[CH:12][CH:11]=[CH:10][C:4]=2[NH:5][S:6](=[O:8])(=[O:9])[N:7]=1. The yield is 1.00. (5) The yield is 0.490. The catalyst is CN(C)C(=O)C.C(N(C(C)C)CC)(C)C. The reactants are [NH2:1][C:2]1[CH:7]=[CH:6][C:5]([P:8](=[O:11])([CH3:10])[CH3:9])=[CH:4][CH:3]=1.Cl[C:13]1[N:18]=[C:17]([Cl:19])[C:16]([C:20]([F:23])([F:22])[F:21])=[CH:15][N:14]=1. The product is [Cl:19][C:17]1[C:16]([C:20]([F:22])([F:21])[F:23])=[CH:15][N:14]=[C:13]([NH:1][C:2]2[CH:3]=[CH:4][C:5]([P:8]([CH3:9])([CH3:10])=[O:11])=[CH:6][CH:7]=2)[N:18]=1.